From a dataset of Full USPTO retrosynthesis dataset with 1.9M reactions from patents (1976-2016). Predict the reactants needed to synthesize the given product. The reactants are: [CH:1](/[OH:6])=[CH:2]/[CH2:3][CH2:4][OH:5].N1C=CN=C1.[Si:12](Cl)([C:15]([CH3:18])([CH3:17])[CH3:16])([CH3:14])[CH3:13]. Given the product [Si:12]([O:6][CH2:1]/[CH:2]=[CH:3]\[CH2:4][OH:5])([C:15]([CH3:18])([CH3:17])[CH3:16])([CH3:14])[CH3:13], predict the reactants needed to synthesize it.